This data is from NCI-60 drug combinations with 297,098 pairs across 59 cell lines. The task is: Regression. Given two drug SMILES strings and cell line genomic features, predict the synergy score measuring deviation from expected non-interaction effect. (1) Drug 1: CC1=C(C=C(C=C1)NC(=O)C2=CC=C(C=C2)CN3CCN(CC3)C)NC4=NC=CC(=N4)C5=CN=CC=C5. Drug 2: CC1CCC2CC(C(=CC=CC=CC(CC(C(=O)C(C(C(=CC(C(=O)CC(OC(=O)C3CCCCN3C(=O)C(=O)C1(O2)O)C(C)CC4CCC(C(C4)OC)O)C)C)O)OC)C)C)C)OC. Cell line: NCI-H322M. Synergy scores: CSS=-4.15, Synergy_ZIP=8.82, Synergy_Bliss=8.39, Synergy_Loewe=-10.6, Synergy_HSA=-9.19. (2) Drug 1: CC(C1=C(C=CC(=C1Cl)F)Cl)OC2=C(N=CC(=C2)C3=CN(N=C3)C4CCNCC4)N. Drug 2: CCC1(CC2CC(C3=C(CCN(C2)C1)C4=CC=CC=C4N3)(C5=C(C=C6C(=C5)C78CCN9C7C(C=CC9)(C(C(C8N6C)(C(=O)OC)O)OC(=O)C)CC)OC)C(=O)OC)O.OS(=O)(=O)O. Cell line: SF-539. Synergy scores: CSS=63.5, Synergy_ZIP=6.15, Synergy_Bliss=8.07, Synergy_Loewe=-20.2, Synergy_HSA=8.96. (3) Drug 1: C1CCC(C1)C(CC#N)N2C=C(C=N2)C3=C4C=CNC4=NC=N3. Drug 2: C1C(C(OC1N2C=NC(=NC2=O)N)CO)O. Cell line: NCIH23. Synergy scores: CSS=13.3, Synergy_ZIP=-3.60, Synergy_Bliss=-0.0689, Synergy_Loewe=-1.95, Synergy_HSA=-0.623. (4) Drug 1: CCC1=C2CN3C(=CC4=C(C3=O)COC(=O)C4(CC)O)C2=NC5=C1C=C(C=C5)O. Drug 2: C1CN(CCN1C(=O)CCBr)C(=O)CCBr. Cell line: LOX IMVI. Synergy scores: CSS=49.4, Synergy_ZIP=-3.39, Synergy_Bliss=0.782, Synergy_Loewe=-0.0176, Synergy_HSA=3.76. (5) Drug 1: C1=C(C(=O)NC(=O)N1)F. Drug 2: C1=NC2=C(N=C(N=C2N1C3C(C(C(O3)CO)O)F)Cl)N. Cell line: COLO 205. Synergy scores: CSS=58.5, Synergy_ZIP=-15.4, Synergy_Bliss=-20.4, Synergy_Loewe=-11.3, Synergy_HSA=-9.29. (6) Drug 1: CS(=O)(=O)CCNCC1=CC=C(O1)C2=CC3=C(C=C2)N=CN=C3NC4=CC(=C(C=C4)OCC5=CC(=CC=C5)F)Cl. Drug 2: B(C(CC(C)C)NC(=O)C(CC1=CC=CC=C1)NC(=O)C2=NC=CN=C2)(O)O. Cell line: HT29. Synergy scores: CSS=61.7, Synergy_ZIP=3.63, Synergy_Bliss=4.31, Synergy_Loewe=-9.56, Synergy_HSA=4.48.